Dataset: Full USPTO retrosynthesis dataset with 1.9M reactions from patents (1976-2016). Task: Predict the reactants needed to synthesize the given product. (1) Given the product [NH2:1][C:4]1[CH:12]=[CH:11][C:10]([O:13][CH3:14])=[C:9]2[C:5]=1[CH:6]=[CH:7][NH:8]2, predict the reactants needed to synthesize it. The reactants are: [N+:1]([C:4]1[CH:12]=[CH:11][C:10]([O:13][CH3:14])=[C:9]2[C:5]=1[CH:6]=[CH:7][NH:8]2)([O-])=O. (2) Given the product [C:1]([C:5]1[CH:15]=[C:9]([C:9]([CH3:15])([CH3:10])[CH3:8])[C:8]2[O:12][C:11](=[O:13])[C:10](=[C:10]3[C:7]4[CH:6]=[C:5]([C:1]([CH3:4])([CH3:2])[CH3:3])[CH:15]=[C:9]([C:1]([CH3:4])([CH3:3])[CH3:2])[C:8]=4[O:12][C:11]3=[O:13])[C:7]=2[CH:6]=1)([CH3:3])([CH3:4])[CH3:2], predict the reactants needed to synthesize it. The reactants are: [C:1]([C:5]1[CH:6]=[C:7](C(C)(C)C)[C:8]2[O:12][C:11](=[O:13])[CH:10](O)[C:9]=2[CH:15]=1)([CH3:4])([CH3:3])[CH3:2].S(Cl)(Cl)=O.Cl. (3) Given the product [F:1][C:2]1[CH:7]=[CH:6][C:5]([N:8]2[C:12]3=[N:13][CH:14]=[CH:15][C:16]([B:21]([OH:22])[OH:20])=[C:11]3[CH:10]=[N:9]2)=[CH:4][CH:3]=1, predict the reactants needed to synthesize it. The reactants are: [F:1][C:2]1[CH:7]=[CH:6][C:5]([N:8]2[C:12]3=[N:13][CH:14]=[CH:15][C:16](I)=[C:11]3[CH:10]=[N:9]2)=[CH:4][CH:3]=1.CC1(C)C(C)(C)[O:22][B:21](B2OC(C)(C)C(C)(C)O2)[O:20]1.C([O-])(=O)C.[K+].C(Cl)Cl. (4) Given the product [OH:2][C:3]1[CH:12]=[CH:11][C:10]2[N:9]=[C:8]([C:13]3[CH:18]=[CH:17][CH:16]=[CH:15][CH:14]=3)[C:7]([C:19]3[S:20][CH:21]=[CH:22][N:23]=3)=[N:6][C:5]=2[C:4]=1[C:24]([OH:26])=[O:25], predict the reactants needed to synthesize it. The reactants are: C[O:2][C:3]1[CH:12]=[CH:11][C:10]2[N:9]=[C:8]([C:13]3[CH:18]=[CH:17][CH:16]=[CH:15][CH:14]=3)[C:7]([C:19]3[S:20][CH:21]=[CH:22][N:23]=3)=[N:6][C:5]=2[C:4]=1[C:24]([O:26]C)=[O:25].B(Br)(Br)Br.O. (5) Given the product [Cl:1][C:2]1[C:3]([O:22][C:23]([F:32])([F:31])[CH:24]([F:30])[O:25][C:26]([F:27])([F:28])[F:29])=[N:4][N:5]([C:8]2[CH:13]=[C:12]([S:14]([CH2:15][C:16]([F:19])([F:18])[F:17])=[O:41])[C:11]([CH3:20])=[CH:10][C:9]=2[F:21])[C:6]=1[Cl:7], predict the reactants needed to synthesize it. The reactants are: [Cl:1][C:2]1[C:3]([O:22][C:23]([F:32])([F:31])[CH:24]([F:30])[O:25][C:26]([F:29])([F:28])[F:27])=[N:4][N:5]([C:8]2[CH:13]=[C:12]([S:14][CH2:15][C:16]([F:19])([F:18])[F:17])[C:11]([CH3:20])=[CH:10][C:9]=2[F:21])[C:6]=1[Cl:7].ClC1C=CC=C(C(OO)=[O:41])C=1. (6) The reactants are: [C:1]1([CH:14]=CC=CN=1)[S:2][S:3][C:4]1[CH:9]=[CH:8][CH:7]=[CH:6][N:5]=1.[C:15](O)(=[O:17])C.C1COCC1. Given the product [N:5]1[CH:6]=[CH:7][CH:8]=[CH:9][C:4]=1[S:3][S:2][C@H:1]([CH3:14])[CH2:15][OH:17], predict the reactants needed to synthesize it. (7) Given the product [OH:4][C:5]1[C:13]2[O:12][C:11]([CH3:14])=[CH:10][C:9]=2[CH:8]=[C:7]([C:15]([O:17][CH2:18][CH3:19])=[O:16])[CH:6]=1, predict the reactants needed to synthesize it. The reactants are: C([O:4][C:5]1[C:13]2[O:12][C:11]([CH3:14])=[CH:10][C:9]=2[CH:8]=[C:7]([C:15]([O:17][CH2:18][CH3:19])=[O:16])[CH:6]=1)(=O)C.C(=O)([O-])[O-].[K+].[K+]. (8) Given the product [Cl:61][C:56]1[CH:57]=[N:58][C:59]2[C:54]([CH:55]=1)=[CH:53][CH:52]=[C:51]([C:2]1[CH:7]=[CH:6][C:5]([CH:8]([N:12]3[CH2:25][CH2:24][C:15]4([O:20][CH2:19][C:18](=[O:21])[N:17]([CH2:22][CH3:23])[CH2:16]4)[CH2:14][CH2:13]3)[C:9]([NH2:11])=[O:10])=[C:4]([F:26])[CH:3]=1)[CH:60]=2, predict the reactants needed to synthesize it. The reactants are: Br[C:2]1[CH:7]=[CH:6][C:5]([CH:8]([N:12]2[CH2:25][CH2:24][C:15]3([O:20][CH2:19][C:18](=[O:21])[N:17]([CH2:22][CH3:23])[CH2:16]3)[CH2:14][CH2:13]2)[C:9]([NH2:11])=[O:10])=[C:4]([F:26])[CH:3]=1.B1(B2OC(C)(C)C(C)(C)O2)OC(C)(C)C(C)(C)O1.C([O-])(=O)C.[K+].Br[C:51]1[CH:60]=[C:59]2[C:54]([CH:55]=[C:56]([Cl:61])[CH:57]=[N:58]2)=[CH:53][CH:52]=1.C(=O)([O-])[O-].[K+].[K+]. (9) The reactants are: [Br:1][C:2]1[CH:10]=[C:9]2[C:5]([CH2:6][CH2:7][C:8]2=[O:11])=[CH:4][CH:3]=1.Br[CH2:13][CH2:14][C:15]1[CH:20]=[CH:19][CH:18]=[CH:17][C:16]=1[CH2:21]Br.[H-].[Na+]. Given the product [Br:1][C:2]1[CH:10]=[C:9]2[C:5]([CH2:6][C:7]3([C:8]2=[O:11])[CH2:13][CH2:14][C:15]2[C:16](=[CH:17][CH:18]=[CH:19][CH:20]=2)[CH2:21]3)=[CH:4][CH:3]=1, predict the reactants needed to synthesize it. (10) Given the product [CH2:22]([N:16]1[C:17]2[C:13](=[CH:12][C:11]([B:6]3[O:5][C:4]([CH3:20])([CH3:3])[C:8]([CH3:9])([CH3:10])[O:7]3)=[CH:19][CH:18]=2)[CH:14]=[CH:15]1)[CH3:23], predict the reactants needed to synthesize it. The reactants are: [H-].[Na+].[CH3:3][C:4]1([CH3:20])[C:8]([CH3:10])([CH3:9])[O:7][B:6]([C:11]2[CH:12]=[C:13]3[C:17](=[CH:18][CH:19]=2)[NH:16][CH:15]=[CH:14]3)[O:5]1.I[CH2:22][CH3:23].